This data is from Forward reaction prediction with 1.9M reactions from USPTO patents (1976-2016). The task is: Predict the product of the given reaction. (1) Given the reactants C([O:4][C@@H:5]1[CH2:9][CH2:8][C:7]([F:11])([F:10])[C@H:6]1[NH:12][CH2:13][C:14]1[CH:19]=[CH:18][CH:17]=[CH:16][CH:15]=1)(=O)C.C([O-])([O-])=O.[K+].[K+], predict the reaction product. The product is: [CH2:13]([NH:12][C@@H:6]1[C:7]([F:10])([F:11])[CH2:8][CH2:9][C@H:5]1[OH:4])[C:14]1[CH:15]=[CH:16][CH:17]=[CH:18][CH:19]=1. (2) Given the reactants [CH2:1]([O:3][C:4](=[O:17])[C:5]([O:8][C:9]1[CH:14]=[CH:13][C:12]([OH:15])=[CH:11][C:10]=1[CH3:16])([CH3:7])[CH3:6])[CH3:2].Cl[CH2:19][C:20]1[C:21]([CH2:37][O:38][CH3:39])=[N:22][C:23]([C:27]2[CH:32]=[CH:31][CH:30]=[C:29]([C:33]([F:36])([F:35])[F:34])[CH:28]=2)=[N:24][C:25]=1[CH3:26], predict the reaction product. The product is: [CH2:1]([O:3][C:4](=[O:17])[C:5]([O:8][C:9]1[CH:14]=[CH:13][C:12]([O:15][CH2:19][C:20]2[C:21]([CH2:37][O:38][CH3:39])=[N:22][C:23]([C:27]3[CH:32]=[CH:31][CH:30]=[C:29]([C:33]([F:36])([F:34])[F:35])[CH:28]=3)=[N:24][C:25]=2[CH3:26])=[CH:11][C:10]=1[CH3:16])([CH3:6])[CH3:7])[CH3:2].